This data is from Catalyst prediction with 721,799 reactions and 888 catalyst types from USPTO. The task is: Predict which catalyst facilitates the given reaction. (1) Reactant: [C:1]1([C:41]2[CH:46]=[CH:45][CH:44]=[CH:43][CH:42]=2)[CH:6]=[CH:5][C:4]([C:7]([N:9]2[CH2:14][CH2:13][N:12]([C:15]3[C:16]4[CH:38]=[C:37]([CH2:39][CH3:40])[S:36][C:17]=4[N:18]=[C:19]([NH:21][C:22]([C@@H:24]4[CH2:28][CH2:27][CH2:26][N:25]4C(OC(C)(C)C)=O)=[O:23])[N:20]=3)[CH2:11][CH2:10]2)=[O:8])=[CH:3][CH:2]=1.ClCCl.FC(F)(F)C(O)=O. Product: [C:1]1([C:41]2[CH:46]=[CH:45][CH:44]=[CH:43][CH:42]=2)[CH:2]=[CH:3][C:4]([C:7]([N:9]2[CH2:14][CH2:13][N:12]([C:15]3[C:16]4[CH:38]=[C:37]([CH2:39][CH3:40])[S:36][C:17]=4[N:18]=[C:19]([NH:21][C:22]([C@@H:24]4[CH2:28][CH2:27][CH2:26][NH:25]4)=[O:23])[N:20]=3)[CH2:11][CH2:10]2)=[O:8])=[CH:5][CH:6]=1. The catalyst class is: 11. (2) Reactant: [C:1](=O)(O)[O-].[Na+].[OH:6][C@@H:7]1[C@@H:12]([C:13]2[CH:22]=[CH:21][C:16]([C:17]([O:19][CH3:20])=[O:18])=[CH:15][CH:14]=2)[C@H:11]([O:23][Si:24]([CH:31]([CH3:33])[CH3:32])([CH:28]([CH3:30])[CH3:29])[CH:25]([CH3:27])[CH3:26])[CH2:10][NH:9][CH2:8]1.[C:34]1(C)[CH:39]=[CH:38][C:37]([S:40](Cl)(=[O:42])=[O:41])=[CH:36][CH:35]=1. Product: [OH:6][C@@H:7]1[C@@H:12]([C:13]2[CH:22]=[CH:21][C:16]([C:17]([O:19][CH3:20])=[O:18])=[CH:15][CH:14]=2)[C@H:11]([O:23][Si:24]([CH:28]([CH3:30])[CH3:29])([CH:25]([CH3:27])[CH3:26])[CH:31]([CH3:33])[CH3:32])[CH2:10][N:9]([S:40]([C:37]2[C:38]([CH3:1])=[CH:39][CH:34]=[CH:35][CH:36]=2)(=[O:41])=[O:42])[CH2:8]1. The catalyst class is: 13. (3) Reactant: C[O:2][C:3]1[CH:8]=[CH:7][C:6]([C:9]2[N:10]3[CH:18]=[CH:17][N:16]=[C:11]3[N:12]=[N:13][C:14]=2[CH3:15])=[C:5]([CH3:19])[CH:4]=1.B(Br)(Br)Br. The catalyst class is: 4. Product: [CH3:19][C:5]1[CH:4]=[C:3]([OH:2])[CH:8]=[CH:7][C:6]=1[C:9]1[N:10]2[CH:18]=[CH:17][N:16]=[C:11]2[N:12]=[N:13][C:14]=1[CH3:15]. (4) Reactant: [Cl:1][C:2]1[CH:7]=[CH:6][C:5]([N:8]2[C:16]([CH:17]([CH:21]3[CH2:26][CH2:25][CH2:24][CH2:23][CH2:22]3)[C:18]([OH:20])=O)=[C:15]3[C:10]([CH:11]=[CH:12][CH:13]=[CH:14]3)=[N:9]2)=[CH:4][CH:3]=1.[CH:27]1([NH2:33])[CH2:32][CH2:31][CH2:30][CH2:29][CH2:28]1.F[P-](F)(F)(F)(F)F.Br[P+](N1CCCC1)(N1CCCC1)N1CCCC1.C(N(CC)C(C)C)(C)C. Product: [Cl:1][C:2]1[CH:7]=[CH:6][C:5]([N:8]2[C:16]([CH:17]([CH:21]3[CH2:26][CH2:25][CH2:24][CH2:23][CH2:22]3)[C:18]([NH:33][CH:27]3[CH2:32][CH2:31][CH2:30][CH2:29][CH2:28]3)=[O:20])=[C:15]3[C:10]([CH:11]=[CH:12][CH:13]=[CH:14]3)=[N:9]2)=[CH:4][CH:3]=1. The catalyst class is: 2. (5) Reactant: [CH2:1]([O:3][C:4]([C:6]1[N:14]([CH3:15])[C:13]2[CH:12]=[CH:11][N:10]=[CH:9][C:8]=2[C:7]=1[NH2:16])=[O:5])[CH3:2].[CH:17]1([C:20]2[CH:25]=[CH:24][C:23](I)=[C:22]([F:27])[CH:21]=2)[CH2:19][CH2:18]1.CC1(C)C2C(=C(P(C3C=CC=CC=3)C3C=CC=CC=3)C=CC=2)OC2C(P(C3C=CC=CC=3)C3C=CC=CC=3)=CC=CC1=2.C(=O)([O-])[O-].[Cs+].[Cs+]. Product: [CH2:1]([O:3][C:4]([C:6]1[N:14]([CH3:15])[C:13]2[CH:12]=[CH:11][N:10]=[CH:9][C:8]=2[C:7]=1[NH:16][C:23]1[CH:24]=[CH:25][C:20]([CH:17]2[CH2:19][CH2:18]2)=[CH:21][C:22]=1[F:27])=[O:5])[CH3:2]. The catalyst class is: 101. (6) Product: [F:20][C:17]([F:18])([F:19])[C:12]1[CH:13]=[CH:14][CH:15]=[CH:16][C:11]=1[C:6]1[N:5]=[C:4]([NH2:1])[C:9]([NH2:10])=[CH:8][CH:7]=1. Reactant: [N+:1]([C:4]1[C:9]([NH2:10])=[CH:8][CH:7]=[C:6]([C:11]2[CH:16]=[CH:15][CH:14]=[CH:13][C:12]=2[C:17]([F:20])([F:19])[F:18])[N:5]=1)([O-])=O. The catalyst class is: 50.